This data is from NCI-60 drug combinations with 297,098 pairs across 59 cell lines. The task is: Regression. Given two drug SMILES strings and cell line genomic features, predict the synergy score measuring deviation from expected non-interaction effect. (1) Drug 1: CC12CCC3C(C1CCC2=O)CC(=C)C4=CC(=O)C=CC34C. Drug 2: C1=CC(=CC=C1C#N)C(C2=CC=C(C=C2)C#N)N3C=NC=N3. Cell line: HT29. Synergy scores: CSS=29.8, Synergy_ZIP=6.82, Synergy_Bliss=2.52, Synergy_Loewe=1.35, Synergy_HSA=1.14. (2) Drug 1: CN(C)N=NC1=C(NC=N1)C(=O)N. Drug 2: C1CN(CCN1C(=O)CCBr)C(=O)CCBr. Cell line: UACC-257. Synergy scores: CSS=-6.92, Synergy_ZIP=2.42, Synergy_Bliss=-2.69, Synergy_Loewe=-11.1, Synergy_HSA=-9.10. (3) Drug 1: COC1=CC(=CC(=C1O)OC)C2C3C(COC3=O)C(C4=CC5=C(C=C24)OCO5)OC6C(C(C7C(O6)COC(O7)C8=CC=CS8)O)O. Drug 2: COCCOC1=C(C=C2C(=C1)C(=NC=N2)NC3=CC=CC(=C3)C#C)OCCOC.Cl. Cell line: EKVX. Synergy scores: CSS=43.9, Synergy_ZIP=10.4, Synergy_Bliss=12.3, Synergy_Loewe=5.80, Synergy_HSA=14.1. (4) Drug 1: CCCCCOC(=O)NC1=NC(=O)N(C=C1F)C2C(C(C(O2)C)O)O. Synergy scores: CSS=8.20, Synergy_ZIP=-4.05, Synergy_Bliss=-3.47, Synergy_Loewe=-2.09, Synergy_HSA=-2.09. Drug 2: CC(C)(C#N)C1=CC(=CC(=C1)CN2C=NC=N2)C(C)(C)C#N. Cell line: MDA-MB-231. (5) Drug 1: C1CCN(CC1)CCOC2=CC=C(C=C2)C(=O)C3=C(SC4=C3C=CC(=C4)O)C5=CC=C(C=C5)O. Drug 2: CC1=C2C(C(=O)C3(C(CC4C(C3C(C(C2(C)C)(CC1OC(=O)C(C(C5=CC=CC=C5)NC(=O)OC(C)(C)C)O)O)OC(=O)C6=CC=CC=C6)(CO4)OC(=O)C)OC)C)OC. Cell line: HT29. Synergy scores: CSS=54.5, Synergy_ZIP=8.69, Synergy_Bliss=8.63, Synergy_Loewe=-31.9, Synergy_HSA=5.07. (6) Drug 1: C1CN1P(=S)(N2CC2)N3CC3. Drug 2: C1CN(P(=O)(OC1)NCCCl)CCCl. Cell line: SF-268. Synergy scores: CSS=0.490, Synergy_ZIP=-2.05, Synergy_Bliss=0.291, Synergy_Loewe=-2.69, Synergy_HSA=-2.67. (7) Drug 1: C1CN1P(=S)(N2CC2)N3CC3. Drug 2: CCC1(CC2CC(C3=C(CCN(C2)C1)C4=CC=CC=C4N3)(C5=C(C=C6C(=C5)C78CCN9C7C(C=CC9)(C(C(C8N6C)(C(=O)OC)O)OC(=O)C)CC)OC)C(=O)OC)O.OS(=O)(=O)O. Cell line: DU-145. Synergy scores: CSS=8.96, Synergy_ZIP=-6.29, Synergy_Bliss=-3.96, Synergy_Loewe=-5.31, Synergy_HSA=-5.06.